From a dataset of Reaction yield outcomes from USPTO patents with 853,638 reactions. Predict the reaction yield, written as a fraction of the theoretical maximum amount of product (1.0 means a 100% yield; for example, 0.34 means a 34% yield). The reactants are [OH:1][CH:2]1[CH2:7][N:6]([C:8]([O:10][CH2:11][CH3:12])=[O:9])[CH2:5][CH:4]=[CH:3]1.N1C=CN=C1.[Si:18](Cl)([C:21]([CH3:24])([CH3:23])[CH3:22])([CH3:20])[CH3:19]. The catalyst is C(Cl)Cl.CCOCC.O. The product is [Si:18]([O:1][CH:2]1[CH2:7][N:6]([C:8]([O:10][CH2:11][CH3:12])=[O:9])[CH2:5][CH:4]=[CH:3]1)([C:21]([CH3:24])([CH3:23])[CH3:22])([CH3:20])[CH3:19]. The yield is 0.944.